The task is: Predict the reactants needed to synthesize the given product.. This data is from Full USPTO retrosynthesis dataset with 1.9M reactions from patents (1976-2016). (1) Given the product [NH:10]1[C:11]2[C:7](=[CH:6][CH:5]=[C:4]([O:3][C:18]3[CH:17]=[CH:16][N:15]=[C:14]([NH2:13])[CH:19]=3)[CH:12]=2)[CH:8]=[CH:9]1, predict the reactants needed to synthesize it. The reactants are: [H-].[Na+].[OH:3][C:4]1[CH:12]=[C:11]2[C:7]([CH:8]=[CH:9][NH:10]2)=[CH:6][CH:5]=1.[NH2:13][C:14]1[CH:19]=[C:18](Cl)[CH:17]=[CH:16][N:15]=1. (2) Given the product [CH2:36]([O:35][C:32]1[N:33]=[CH:34][C:29]([CH2:28][N:6]2[CH2:5][C@@:4]3([CH2:10][CH2:11][CH2:12][C@@:2]([CH2:13][N:14]4[C:18]5[CH:19]=[C:20]([C:23]#[N:24])[CH:21]=[CH:22][C:17]=5[N:16]=[CH:15]4)([CH3:1])[CH2:3]3)[O:8][C:7]2=[O:9])=[N:30][CH:31]=1)[CH3:37], predict the reactants needed to synthesize it. The reactants are: [CH3:1][C@:2]1([CH2:13][N:14]2[C:18]3[CH:19]=[C:20]([C:23]#[N:24])[CH:21]=[CH:22][C:17]=3[N:16]=[CH:15]2)[CH2:12][CH2:11][CH2:10][C@:4]2([O:8][C:7](=[O:9])[NH:6][CH2:5]2)[CH2:3]1.[H-].[Na+].Br[CH2:28][C:29]1[CH:34]=[N:33][C:32]([O:35][CH2:36][CH3:37])=[CH:31][N:30]=1. (3) Given the product [CH3:12][O:11][C:4]1[CH:3]=[C:2]([P:13](=[O:17])([OH:20])[O:14][CH2:15][CH3:16])[CH:7]=[CH:6][C:5]=1[N+:8]([O-:10])=[O:9], predict the reactants needed to synthesize it. The reactants are: Cl[C:2]1[CH:7]=[CH:6][C:5]([N+:8]([O-:10])=[O:9])=[C:4]([O:11][CH3:12])[CH:3]=1.[PH:13](=[O:20])([O:17]CC)[O:14][CH2:15][CH3:16].P([O-])([O-])([O-])=O.[K+].[K+].[K+].CC1(C)C2C(=C(P(C3C=CC=CC=3)C3C=CC=CC=3)C=CC=2)OC2C(P(C3C=CC=CC=3)C3C=CC=CC=3)=CC=CC1=2. (4) Given the product [CH3:11][C@H:12]1[CH2:17][N:16]2[N:18]=[CH:19][C:20]([N:21]3[CH2:26][CH:25]4[CH:23]([CH2:24]4)[C:22]3=[O:27])=[C:15]2[CH2:14][N:13]1[C:28]([NH:5][C:4]1[CH:3]=[C:2]([F:1])[C:8]([F:9])=[C:7]([F:10])[CH:6]=1)=[O:29], predict the reactants needed to synthesize it. The reactants are: [F:1][C:2]1[CH:3]=[C:4]([CH:6]=[C:7]([F:10])[C:8]=1[F:9])[NH2:5].[CH3:11][C@H:12]1[CH2:17][N:16]2[N:18]=[CH:19][C:20]([N:21]3[CH2:26][CH:25]4[CH:23]([CH2:24]4)[C:22]3=[O:27])=[C:15]2[CH2:14][N:13]1[C:28](OC(C)(C)C)=[O:29].FC1C=CC(C2C=NN3CCN(C(OC(C)(C)C)=O)CC=23)=CC=1.